Dataset: NCI-60 drug combinations with 297,098 pairs across 59 cell lines. Task: Regression. Given two drug SMILES strings and cell line genomic features, predict the synergy score measuring deviation from expected non-interaction effect. (1) Drug 1: C1=CC(=C2C(=C1NCCNCCO)C(=O)C3=C(C=CC(=C3C2=O)O)O)NCCNCCO. Drug 2: CCC1=C2CN3C(=CC4=C(C3=O)COC(=O)C4(CC)O)C2=NC5=C1C=C(C=C5)O. Cell line: NCI-H226. Synergy scores: CSS=50.2, Synergy_ZIP=-1.24, Synergy_Bliss=2.65, Synergy_Loewe=7.68, Synergy_HSA=9.18. (2) Drug 1: CC1=C2C(C(=O)C3(C(CC4C(C3C(C(C2(C)C)(CC1OC(=O)C(C(C5=CC=CC=C5)NC(=O)OC(C)(C)C)O)O)OC(=O)C6=CC=CC=C6)(CO4)OC(=O)C)OC)C)OC. Drug 2: CC=C1C(=O)NC(C(=O)OC2CC(=O)NC(C(=O)NC(CSSCCC=C2)C(=O)N1)C(C)C)C(C)C. Cell line: A549. Synergy scores: CSS=50.4, Synergy_ZIP=1.24, Synergy_Bliss=0.285, Synergy_Loewe=0.756, Synergy_HSA=2.29.